Dataset: Full USPTO retrosynthesis dataset with 1.9M reactions from patents (1976-2016). Task: Predict the reactants needed to synthesize the given product. (1) Given the product [CH3:1][O:2][C:3](=[O:28])[CH2:4][CH2:5][CH2:6][CH2:7][C:8]1([C:14]2[CH:19]=[CH:18][C:17]([O:20][CH3:21])=[CH:16][C:15]=2[NH:22][C:23](=[O:27])[C@H:24]([NH:26][C:31](=[O:32])[CH2:30][NH:29][C:34]([O:36][C:37]([CH3:39])([CH3:38])[CH3:40])=[O:35])[CH3:25])[S:13][CH2:12][CH2:11][CH2:10][S:9]1, predict the reactants needed to synthesize it. The reactants are: [CH3:1][O:2][C:3](=[O:28])[CH2:4][CH2:5][CH2:6][CH2:7][C:8]1([C:14]2[CH:19]=[CH:18][C:17]([O:20][CH3:21])=[CH:16][C:15]=2[NH:22][C:23](=[O:27])[C@H:24]([NH2:26])[CH3:25])[S:13][CH2:12][CH2:11][CH2:10][S:9]1.[NH:29]([C:34]([O:36][C:37]([CH3:40])([CH3:39])[CH3:38])=[O:35])[CH2:30][C:31](O)=[O:32].C1C=CC2N(O)N=NC=2C=1.CCN(CC)CC. (2) Given the product [N+:36]([C:39]1[CH:40]=[CH:41][C:42]([C:43]([O:15][C@H:16]([CH3:35])[C@H:17]([NH:27][C:28]([O:29][C:30]([CH3:31])([CH3:33])[CH3:32])=[O:34])[C:18]2[CH:23]=[C:22]([F:24])[C:21]([F:25])=[C:20]([F:26])[CH:19]=2)=[O:44])=[CH:46][CH:47]=1)([O-:38])=[O:37], predict the reactants needed to synthesize it. The reactants are: N(C(OC(C)C)=O)=NC(OC(C)C)=O.[OH:15][C@@H:16]([CH3:35])[C@H:17]([NH:27][C:28](=[O:34])[O:29][C:30]([CH3:33])([CH3:32])[CH3:31])[C:18]1[CH:23]=[C:22]([F:24])[C:21]([F:25])=[C:20]([F:26])[CH:19]=1.[N+:36]([C:39]1[CH:47]=[CH:46][C:42]([C:43](O)=[O:44])=[CH:41][CH:40]=1)([O-:38])=[O:37].C1(P(C2C=CC=CC=2)C2C=CC=CC=2)C=CC=CC=1. (3) Given the product [NH2:35][C:21]1[N:22]=[C:23]([C:25]2[CH:34]=[C:33]3[C:28]([CH2:29][CH2:30][N:31]([C:2]([NH:1][C:4]4([C:7]([F:10])([F:9])[F:8])[CH2:6][CH2:5]4)=[O:3])[CH2:32]3)=[CH:27][CH:26]=2)[CH:24]=[C:19]([N:16]2[CH2:15][CH2:14][N:13]([CH3:12])[CH2:18][CH2:17]2)[N:20]=1, predict the reactants needed to synthesize it. The reactants are: [N:1]([C:4]1([C:7]([F:10])([F:9])[F:8])[CH2:6][CH2:5]1)=[C:2]=[O:3].Cl.[CH3:12][N:13]1[CH2:18][CH2:17][N:16]([C:19]2[CH:24]=[C:23]([C:25]3[CH:34]=[C:33]4[C:28]([CH2:29][CH2:30][NH:31][CH2:32]4)=[CH:27][CH:26]=3)[N:22]=[C:21]([NH2:35])[N:20]=2)[CH2:15][CH2:14]1. (4) Given the product [CH3:20][O:19][C:17](=[O:18])[CH:16]([C:12]1[CH:13]=[CH:14][CH:15]=[C:10]([CH2:9][NH:8][C:6]([O:5][C:1]([CH3:3])([CH3:2])[CH3:4])=[O:7])[CH:11]=1)[CH2:21][P:22]([CH:27]([NH2:31])[CH:28]([CH3:29])[CH3:30])([O:24][CH2:25][CH3:26])=[O:23], predict the reactants needed to synthesize it. The reactants are: [C:1]([O:5][C:6]([NH:8][CH2:9][C:10]1[CH:11]=[C:12]([CH:16]([CH2:21][P:22]([CH:27]([NH:31]C(OCC2C=CC=CC=2)=O)[CH:28]([CH3:30])[CH3:29])([O:24][CH2:25][CH3:26])=[O:23])[C:17]([O:19][CH3:20])=[O:18])[CH:13]=[CH:14][CH:15]=1)=[O:7])([CH3:4])([CH3:3])[CH3:2].